From a dataset of Full USPTO retrosynthesis dataset with 1.9M reactions from patents (1976-2016). Predict the reactants needed to synthesize the given product. (1) Given the product [OH:42][CH:43]1[CH2:48][CH2:47][N:46]([C:30]([O:14][CH2:13][CH2:12][CH:11]([S:8]([C:5]2[CH:4]=[CH:3][C:2]([Cl:1])=[CH:7][CH:6]=2)(=[O:10])=[O:9])[C:15]2[CH:20]=[C:19]([F:21])[CH:18]=[CH:17][C:16]=2[F:22])=[O:31])[CH2:45][CH2:44]1, predict the reactants needed to synthesize it. The reactants are: [Cl:1][C:2]1[CH:7]=[CH:6][C:5]([S:8]([CH:11]([C:15]2[CH:20]=[C:19]([F:21])[CH:18]=[CH:17][C:16]=2[F:22])[CH2:12][CH2:13][OH:14])(=[O:10])=[O:9])=[CH:4][CH:3]=1.N1C=CC=CC=1.Cl[C:30](OC1C=CC([N+]([O-])=O)=CC=1)=[O:31].[OH:42][CH:43]1[CH2:48][CH2:47][NH:46][CH2:45][CH2:44]1. (2) Given the product [Cl:1][C:2]1[CH:3]=[C:4]([C:10]2[C:11]([CH3:30])=[N:12][N:13]([CH2:16][C:17]3[CH:22]=[CH:21][C:20]([N:23]([CH3:33])[S:24]([CH:27]([CH3:28])[CH3:29])(=[O:26])=[O:25])=[CH:19][CH:18]=3)[C:14]=2[CH3:15])[CH:5]=[CH:6][C:7]=1[C:8]#[N:9], predict the reactants needed to synthesize it. The reactants are: [Cl:1][C:2]1[CH:3]=[C:4]([C:10]2[C:11]([CH3:30])=[N:12][N:13]([CH2:16][C:17]3[CH:22]=[CH:21][C:20]([NH:23][S:24]([CH:27]([CH3:29])[CH3:28])(=[O:26])=[O:25])=[CH:19][CH:18]=3)[C:14]=2[CH3:15])[CH:5]=[CH:6][C:7]=1[C:8]#[N:9].[H-].[Na+].[CH3:33]I.[Cl-].[NH4+]. (3) Given the product [Cl:14][C:15]1[CH:16]=[C:17]([NH:18][C:11]([C:4]2[C:5]3[C:10](=[CH:9][CH:8]=[CH:7][CH:6]=3)[N:2]([CH3:1])[CH:3]=2)=[O:13])[CH:19]=[CH:20][CH:21]=1, predict the reactants needed to synthesize it. The reactants are: [CH3:1][N:2]1[C:10]2[C:5](=[CH:6][CH:7]=[CH:8][CH:9]=2)[C:4]([C:11]([OH:13])=O)=[CH:3]1.[Cl:14][C:15]1[CH:16]=[C:17]([CH:19]=[CH:20][CH:21]=1)[NH2:18].Cl.CN(C)CCCN=C=NCC. (4) Given the product [F:9][C:8]1[C:3]([C:1]#[N:2])=[C:4]([CH3:27])[C:5]([C:10](=[O:26])[CH2:11][N:12]2[CH2:17][CH2:16][NH:15][CH2:14][C:13]2=[O:25])=[CH:6][CH:7]=1, predict the reactants needed to synthesize it. The reactants are: [C:1]([C:3]1[C:4]([CH3:27])=[C:5]([C:10](=[O:26])[CH2:11][N:12]2[CH2:17][CH2:16][N:15](C(OC(C)(C)C)=O)[CH2:14][C:13]2=[O:25])[CH:6]=[CH:7][C:8]=1[F:9])#[N:2].C(O)(C(F)(F)F)=O. (5) Given the product [CH3:15][O:17][C:4]1[CH:3]=[C:11]([NH2:12])[CH:10]=[CH:9][C:5]=1[N:6]([CH3:7])[CH3:8], predict the reactants needed to synthesize it. The reactants are: CO[C:3]1[CH:4]=[C:5]([CH:9]=[CH:10][C:11]=1[N+:12]([O-])=O)[N:6]([CH3:8])[CH3:7].[C:15](OCC)(=[O:17])C. (6) Given the product [CH:17]1([C:20]([N:8]2[C:9]3[C:4](=[C:3]([O:2][CH3:1])[CH:12]=[CH:11][CH:10]=3)[CH2:5][CH2:6][C@@H:7]2[CH3:13])=[O:21])[CH2:19][CH2:18]1, predict the reactants needed to synthesize it. The reactants are: [CH3:1][O:2][C:3]1[CH:12]=[CH:11][CH:10]=[C:9]2[C:4]=1[CH2:5][CH2:6][C@H:7]([CH3:13])[NH:8]2.ClCCl.[CH:17]1([C:20](Cl)=[O:21])[CH2:19][CH2:18]1. (7) Given the product [CH3:9][C:10]1([CH3:22])[C:14]([CH3:15])([CH3:16])[O:13][B:12]([C:17]2[CH:21]=[N:20][N:19]([C:1]3([CH2:6][C:7]#[N:8])[CH2:5][CH2:4][CH2:3][CH2:2]3)[CH:18]=2)[O:11]1, predict the reactants needed to synthesize it. The reactants are: [C:1]1(=[CH:6][C:7]#[N:8])[CH2:5][CH2:4][CH2:3][CH2:2]1.[CH3:9][C:10]1([CH3:22])[C:14]([CH3:16])([CH3:15])[O:13][B:12]([C:17]2[CH:18]=[N:19][NH:20][CH:21]=2)[O:11]1.CCCCCCC=CCCC.